This data is from Full USPTO retrosynthesis dataset with 1.9M reactions from patents (1976-2016). The task is: Predict the reactants needed to synthesize the given product. (1) Given the product [F:1][C:2]([F:25])([F:26])[C:3]1[CH:4]=[C:5]([CH:22]=[CH:23][CH:24]=1)[CH2:6][CH:7]1[C:13]2[CH:14]=[CH:15][CH:16]=[CH:17][C:12]=2[CH2:11][CH2:10][C:9]2[CH:18]=[CH:19][CH:20]=[CH:21][C:8]1=2, predict the reactants needed to synthesize it. The reactants are: [F:1][C:2]([F:26])([F:25])[C:3]1[CH:4]=[C:5]([CH:22]=[CH:23][CH:24]=1)[CH:6]=[C:7]1[C:13]2[CH:14]=[CH:15][CH:16]=[CH:17][C:12]=2[CH2:11][CH2:10][C:9]2[CH:18]=[CH:19][CH:20]=[CH:21][C:8]1=2.C(OCC)(=O)C.[H][H]. (2) Given the product [C:8]([NH:12][C:13]1[N:3]2[CH:4]=[CH:5][CH:6]=[N:7][C:2]2=[N:1][C:23]=1[C:21]1[S:22][C:18]([S:17][CH3:16])=[CH:19][CH:20]=1)([CH3:11])([CH3:10])[CH3:9], predict the reactants needed to synthesize it. The reactants are: [NH2:1][C:2]1[N:7]=[CH:6][CH:5]=[CH:4][N:3]=1.[C:8]([N+:12]#[C-:13])([CH3:11])([CH3:10])[CH3:9].N#[C-].[CH3:16][S:17][C:18]1[S:22][C:21]([CH:23]=O)=[CH:20][CH:19]=1. (3) The reactants are: [CH3:1][C:2]1[CH:11]=[C:10]([N:12]2[CH2:17][CH2:16][N:15]([C:18](=[O:23])/[CH:19]=[CH:20]/[CH2:21][CH3:22])[CH2:14][CH2:13]2)[C:9]2[C:4](=[CH:5][CH:6]=[CH:7][CH:8]=2)[N:3]=1.ClC1C=CC=C(C(OO)=[O:32])C=1. Given the product [CH3:1][C:2]1[CH:11]=[C:10]([N:12]2[CH2:17][CH2:16][N:15]([C:18](=[O:23])/[CH:19]=[CH:20]/[CH2:21][CH3:22])[CH2:14][CH2:13]2)[C:9]2[C:4](=[CH:5][CH:6]=[CH:7][CH:8]=2)[N+:3]=1[O-:32], predict the reactants needed to synthesize it.